From a dataset of NCI-60 drug combinations with 297,098 pairs across 59 cell lines. Regression. Given two drug SMILES strings and cell line genomic features, predict the synergy score measuring deviation from expected non-interaction effect. (1) Drug 1: CS(=O)(=O)CCNCC1=CC=C(O1)C2=CC3=C(C=C2)N=CN=C3NC4=CC(=C(C=C4)OCC5=CC(=CC=C5)F)Cl. Drug 2: C(CN)CNCCSP(=O)(O)O. Cell line: NCI-H522. Synergy scores: CSS=1.93, Synergy_ZIP=-1.70, Synergy_Bliss=0.809, Synergy_Loewe=-8.71, Synergy_HSA=-2.07. (2) Drug 1: CC1=C2C(C(=O)C3(C(CC4C(C3C(C(C2(C)C)(CC1OC(=O)C(C(C5=CC=CC=C5)NC(=O)OC(C)(C)C)O)O)OC(=O)C6=CC=CC=C6)(CO4)OC(=O)C)OC)C)OC. Drug 2: C1=NNC2=C1C(=O)NC=N2. Cell line: HL-60(TB). Synergy scores: CSS=51.0, Synergy_ZIP=-1.34, Synergy_Bliss=-1.86, Synergy_Loewe=-18.6, Synergy_HSA=-4.74. (3) Drug 1: C1=CC(=CC=C1C#N)C(C2=CC=C(C=C2)C#N)N3C=NC=N3. Drug 2: C1C(C(OC1N2C=NC3=C(N=C(N=C32)Cl)N)CO)O. Cell line: UO-31. Synergy scores: CSS=42.6, Synergy_ZIP=1.54, Synergy_Bliss=0.0205, Synergy_Loewe=-6.22, Synergy_HSA=-3.27. (4) Drug 1: C1=CC(=CC=C1CCCC(=O)O)N(CCCl)CCCl. Drug 2: CC1=C(C=C(C=C1)C(=O)NC2=CC(=CC(=C2)C(F)(F)F)N3C=C(N=C3)C)NC4=NC=CC(=N4)C5=CN=CC=C5. Cell line: RPMI-8226. Synergy scores: CSS=38.3, Synergy_ZIP=-3.48, Synergy_Bliss=-10.0, Synergy_Loewe=-14.6, Synergy_HSA=-14.2. (5) Drug 1: COC1=NC(=NC2=C1N=CN2C3C(C(C(O3)CO)O)O)N. Drug 2: CCCCC(=O)OCC(=O)C1(CC(C2=C(C1)C(=C3C(=C2O)C(=O)C4=C(C3=O)C=CC=C4OC)O)OC5CC(C(C(O5)C)O)NC(=O)C(F)(F)F)O. Cell line: TK-10. Synergy scores: CSS=31.0, Synergy_ZIP=-3.30, Synergy_Bliss=-5.63, Synergy_Loewe=-15.2, Synergy_HSA=-2.34.